Predict the product of the given reaction. From a dataset of Forward reaction prediction with 1.9M reactions from USPTO patents (1976-2016). (1) Given the reactants [C:1]([O:5][C:6](=[O:27])/[CH:7]=[CH:8]/[C:9]1[CH:10]=[CH:11][C:12]([NH:19][C:20](=[O:26])[C:21]([O:23][CH2:24][CH3:25])=[O:22])=[C:13]([CH:18]=1)[C:14]([O:16][CH3:17])=[O:15])([CH3:4])([CH3:3])[CH3:2], predict the reaction product. The product is: [C:1]([O:5][C:6](=[O:27])[CH2:7][CH2:8][C:9]1[CH:10]=[CH:11][C:12]([NH:19][C:20](=[O:26])[C:21]([O:23][CH2:24][CH3:25])=[O:22])=[C:13]([CH:18]=1)[C:14]([O:16][CH3:17])=[O:15])([CH3:2])([CH3:3])[CH3:4]. (2) Given the reactants Cl.[Cl:2][C:3]1[CH:4]=[C:5]([N:9]2[CH2:14][CH2:13][NH:12][CH2:11][CH2:10]2)[CH:6]=[CH:7][CH:8]=1.C(N(CC)CC)C.Br[CH2:23][CH2:24][CH2:25][CH2:26][CH2:27][C:28]([O:30][CH2:31][CH3:32])=[O:29], predict the reaction product. The product is: [Cl:2][C:3]1[CH:4]=[C:5]([N:9]2[CH2:14][CH2:13][N:12]([CH2:23][CH2:24][CH2:25][CH2:26][CH2:27][C:28]([O:30][CH2:31][CH3:32])=[O:29])[CH2:11][CH2:10]2)[CH:6]=[CH:7][CH:8]=1. (3) Given the reactants [Cl:1][C:2]1[CH:3]=[C:4]([CH:16]=[CH:17][CH:18]=1)[CH2:5][C:6]1([N:13]([CH3:15])[CH3:14])[CH2:11][CH2:10][C:9](=O)[CH2:8][CH2:7]1.[NH2:19]O, predict the reaction product. The product is: [Cl:1][C:2]1[CH:3]=[C:4]([CH:16]=[CH:17][CH:18]=1)[CH2:5][C:6]1([N:13]([CH3:15])[CH3:14])[CH2:11][CH2:10][CH:9]([NH2:19])[CH2:8][CH2:7]1. (4) Given the reactants C([O:3][C:4](=O)[NH:5][CH2:6][CH2:7][C:8]1[CH:13]=[CH:12][CH:11]=[CH:10][C:9]=1[Cl:14])C.O=P12OP3(OP(OP(O3)(O1)=O)(=O)O2)=O, predict the reaction product. The product is: [Cl:14][C:9]1[CH:10]=[CH:11][CH:12]=[C:13]2[C:8]=1[CH2:7][CH2:6][NH:5][C:4]2=[O:3]. (5) Given the reactants [Br:1][C:2]1[CH:3]=[CH:4][C:5](/[CH:8]=[CH:9]/[C@@H:10]2[C@H:18]3[C@:14]([C:21]([O:23]C)=[O:22])([C:15](=[O:20])[O:16][C@@H:17]3[CH3:19])[CH2:13][C:12]([F:26])([F:25])[C@H:11]2[CH3:27])=[N:6][CH:7]=1.B(Br)(Br)Br, predict the reaction product. The product is: [Br:1][C:2]1[CH:3]=[CH:4][C:5](/[CH:8]=[CH:9]/[C@@H:10]2[C@H:18]3[C@:14]([C:21]([OH:23])=[O:22])([C:15](=[O:20])[O:16][C@@H:17]3[CH3:19])[CH2:13][C:12]([F:26])([F:25])[C@H:11]2[CH3:27])=[N:6][CH:7]=1. (6) Given the reactants [CH2:1]([N:8]1[C:16](=[O:17])[C:15]2[C:10](=[CH:11][CH:12]=[CH:13][CH:14]=2)[CH:9]1[CH2:18][CH2:19]C(NC1SC=CN=1)=O)[C:2]1[CH:7]=[CH:6][CH:5]=[CH:4][CH:3]=1.[N-:28]=[N+:29]=[N-:30].[Na+].C([O-])([O-])=O.[K+].[K+].O, predict the reaction product. The product is: [N:28]([CH2:19][CH2:18][CH:9]1[C:10]2[C:15](=[CH:14][CH:13]=[CH:12][CH:11]=2)[C:16](=[O:17])[N:8]1[CH2:1][C:2]1[CH:3]=[CH:4][CH:5]=[CH:6][CH:7]=1)=[N+:29]=[N-:30]. (7) Given the reactants Cl.[CH2:2]([C:4]1[S:24][C:7]2[N:8]=[C:9]([S:18][CH2:19][C:20]([O:22][CH3:23])=[O:21])[N:10]=[C:11]([N:12]3[CH2:17][CH2:16][NH:15][CH2:14][CH2:13]3)[C:6]=2[CH:5]=1)[CH3:3].C(N(C(C)C)CC)(C)C.[F:34][C:35]1[CH:36]=[C:37]([CH:41]=[C:42]([F:44])[CH:43]=1)[C:38](Cl)=[O:39], predict the reaction product. The product is: [F:34][C:35]1[CH:36]=[C:37]([CH:41]=[C:42]([F:44])[CH:43]=1)[C:38]([N:15]1[CH2:16][CH2:17][N:12]([C:11]2[C:6]3[CH:5]=[C:4]([CH2:2][CH3:3])[S:24][C:7]=3[N:8]=[C:9]([S:18][CH2:19][C:20]([O:22][CH3:23])=[O:21])[N:10]=2)[CH2:13][CH2:14]1)=[O:39]. (8) Given the reactants [C:1]([O:5][C:6](=[O:29])[CH2:7][CH2:8][CH2:9][O:10][C:11]1[CH:16]=[CH:15][CH:14]=[C:13]([CH3:17])[C:12]=1[NH:18][C:19](=[O:28])[C:20]1[CH:25]=[CH:24][C:23]([Cl:26])=[C:22]([Br:27])[CH:21]=1)([CH3:4])([CH3:3])[CH3:2].[H-].[Na+].I[CH3:33].O, predict the reaction product. The product is: [C:1]([O:5][C:6](=[O:29])[CH2:7][CH2:8][CH2:9][O:10][C:11]1[CH:16]=[CH:15][CH:14]=[C:13]([CH3:17])[C:12]=1[N:18]([C:19](=[O:28])[C:20]1[CH:25]=[CH:24][C:23]([Cl:26])=[C:22]([Br:27])[CH:21]=1)[CH3:33])([CH3:4])([CH3:2])[CH3:3]. (9) The product is: [CH3:12][C:11]([CH3:13])([CH3:14])[C:10]([C:8]1[N:7]([CH2:25][C:26](=[O:31])[C:27]([CH3:30])([CH3:29])[CH3:28])[C:6]2[CH:16]=[CH:17][C:3]([O:2][CH3:1])=[CH:4][C:5]=2[N:9]=1)=[O:15]. Given the reactants [CH3:1][O:2][C:3]1[CH:17]=[CH:16][C:6]2[NH:7][C:8]([C:10](=[O:15])[C:11]([CH3:14])([CH3:13])[CH3:12])=[N:9][C:5]=2[CH:4]=1.C(=O)([O-])[O-].[Cs+].[Cs+].Br[CH2:25][C:26](=[O:31])[C:27]([CH3:30])([CH3:29])[CH3:28].C(OCC)(=O)C, predict the reaction product.